From a dataset of Forward reaction prediction with 1.9M reactions from USPTO patents (1976-2016). Predict the product of the given reaction. Given the reactants N1C=CN=C1.[CH3:6][C:7]([C:9]1[CH:10]=[CH:11][CH:12]=[C:13]([OH:15])[CH:14]=1)=[O:8].[CH3:16][C:17]([Si:20](Cl)([CH3:22])[CH3:21])([CH3:19])[CH3:18].CCCCCC, predict the reaction product. The product is: [Si:20]([O:15][C:13]1[CH:14]=[C:9]([C:7](=[O:8])[CH3:6])[CH:10]=[CH:11][CH:12]=1)([C:17]([CH3:19])([CH3:18])[CH3:16])([CH3:22])[CH3:21].